This data is from Reaction yield outcomes from USPTO patents with 853,638 reactions. The task is: Predict the reaction yield, written as a fraction of the theoretical maximum amount of product (1.0 means a 100% yield; for example, 0.34 means a 34% yield). (1) The reactants are [CH:1]([C:3]1[S:7][CH:6]=[C:5](B(O)O)[CH:4]=1)=[O:2].[N:11]([C:20]([O:22][C:23]([CH3:26])([CH3:25])[CH3:24])=[O:21])=[N:12][C:13]([O:15][C:16]([CH3:19])([CH3:18])[CH3:17])=[O:14]. The catalyst is C1COCC1.C([O-])(=O)C.[Cu+2].C([O-])(=O)C. The product is [CH:1]([C:3]1[S:7][CH:6]=[C:5]([N:11]([C:20]([O:22][C:23]([CH3:26])([CH3:25])[CH3:24])=[O:21])[NH:12][C:13]([O:15][C:16]([CH3:17])([CH3:18])[CH3:19])=[O:14])[CH:4]=1)=[O:2]. The yield is 0.860. (2) The reactants are C([O:3][C:4]([C:6]1[C:10]([CH3:11])=[C:9]([CH:12]=[O:13])[NH:8][C:7]=1[CH3:14])=[O:5])C.[OH-].[K+].O. The catalyst is CO. The product is [CH:12]([C:9]1[NH:8][C:7]([CH3:14])=[C:6]([C:4]([OH:5])=[O:3])[C:10]=1[CH3:11])=[O:13]. The yield is 0.935. (3) The reactants are [CH3:1][O:2][N:3]=[C:4]([CH2:14][F:15])[CH2:5][C:6]1[CH:11]=[CH:10][C:9]([Cl:12])=[CH:8][C:7]=1[Cl:13].C([BH3-])#N.[Na+]. The catalyst is C(O)(=O)C. The product is [Cl:13][C:7]1[CH:8]=[C:9]([Cl:12])[CH:10]=[CH:11][C:6]=1[CH2:5][CH:4]([NH:3][O:2][CH3:1])[CH2:14][F:15]. The yield is 0.750.